Dataset: Catalyst prediction with 721,799 reactions and 888 catalyst types from USPTO. Task: Predict which catalyst facilitates the given reaction. (1) Product: [NH4+:2].[OH-:1].[NH2:30][C:3]1[C:4]2[N:14]=[C:13]3[CH2:15][O:16][CH2:17][C@H:18]([CH2:19][CH2:20][CH2:21][NH:22][C:23](=[O:29])[O:24][C:25]([CH3:28])([CH3:27])[CH3:26])[N:12]3[C:5]=2[C:6]2[C:11](=[CH:10][CH:9]=[CH:8][CH:7]=2)[N:2]=1. The catalyst class is: 2. Reactant: [O-:1][N+:2]1[C:11]2[C:6](=[CH:7][CH:8]=[CH:9][CH:10]=2)[C:5]2[N:12]3[C@@H:18]([CH2:19][CH2:20][CH2:21][NH:22][C:23](=[O:29])[O:24][C:25]([CH3:28])([CH3:27])[CH3:26])[CH2:17][O:16][CH2:15][C:13]3=[N:14][C:4]=2[CH:3]=1.[NH4+:30].[OH-].C1(C)C=CC(S(Cl)(=O)=O)=CC=1.O. (2) Reactant: [C:1]([O:5][C:6]([N:8]1[CH2:13][CH2:12][N:11]([C:14]2[CH:19]=[CH:18][N:17]=[C:16]([NH2:20])[C:15]=2[N+:21]([O-])=O)[CH2:10][CH2:9]1)=[O:7])([CH3:4])([CH3:3])[CH3:2]. Product: [C:1]([O:5][C:6]([N:8]1[CH2:9][CH2:10][N:11]([C:14]2[CH:19]=[CH:18][N:17]=[C:16]([NH2:20])[C:15]=2[NH2:21])[CH2:12][CH2:13]1)=[O:7])([CH3:4])([CH3:2])[CH3:3]. The catalyst class is: 19. (3) Product: [Cl:9][C:10]1[CH:15]=[CH:14][C:13]([C:16]2[CH:17]=[CH:18][C:19]([C:22]#[C:23][C:24]3[CH:25]=[CH:26][C:27]([O:31][CH2:32][CH2:33][N:34]4[CH2:35][CH2:36][CH2:37][CH2:38]4)=[C:28]([NH:30][CH3:1])[CH:29]=3)=[N:20][CH:21]=2)=[CH:12][CH:11]=1. The catalyst class is: 3. Reactant: [CH3:1]OC(OC)N(C)C.[Cl:9][C:10]1[CH:15]=[CH:14][C:13]([C:16]2[CH:17]=[CH:18][C:19]([C:22]#[C:23][C:24]3[CH:25]=[CH:26][C:27]([O:31][CH2:32][CH2:33][N:34]4[CH2:38][CH2:37][CH2:36][CH2:35]4)=[C:28]([NH2:30])[CH:29]=3)=[N:20][CH:21]=2)=[CH:12][CH:11]=1.[BH4-].[Na+].C([O-])(O)=O.[Na+]. (4) Reactant: C(OC([N:8]([CH2:15][C:16]1[CH:23]=[CH:22][C:19]([CH2:20][NH2:21])=[CH:18][CH:17]=1)[CH:9]1[CH2:14][CH2:13][CH2:12][CH2:11][CH2:10]1)=O)(C)(C)C.B.CSC.C(OC(N(CC1C=CC(C#N)=CC=1)C1CCCCC1)=O)(C)(C)C.OS([O-])(=O)=O.[K+].[OH-].[Na+]. Product: [CH:9]1([NH:8][CH2:15][C:16]2[CH:23]=[CH:22][C:19]([C:20]#[N:21])=[CH:18][CH:17]=2)[CH2:14][CH2:13][CH2:12][CH2:11][CH2:10]1. The catalyst class is: 36. (5) Reactant: Br[C:2]1[CH:11]=[CH:10][C:9]2[C:8]3[C:12]4[NH:19][CH2:18][C@@H:17]([CH3:20])[NH:16][C:15](=[O:21])[C:13]=4[S:14][C:7]=3[CH:6]=[CH:5][C:4]=2[N:3]=1.[NH2:22][C:23]1[C:28]([C:29]([O:31][CH2:32][CH3:33])=[O:30])=[CH:27][N:26]=[C:25]([S:34][CH3:35])[N:24]=1.CC([O-])(C)C.[Na+]. Product: [CH3:20][C@@H:17]1[CH2:18][NH:19][C:12]2[C:8]3[C:9]4[CH:10]=[CH:11][C:2]([NH:22][C:23]5[C:28]([C:29]([O:31][CH2:32][CH3:33])=[O:30])=[CH:27][N:26]=[C:25]([S:34][CH3:35])[N:24]=5)=[N:3][C:4]=4[CH:5]=[CH:6][C:7]=3[S:14][C:13]=2[C:15](=[O:21])[NH:16]1. The catalyst class is: 12. (6) Reactant: [NH:1]1[C:5]2=[CH:6][N:7]=[CH:8][CH:9]=[C:4]2[CH:3]=[C:2]1[CH:10]=[O:11].[C:12]1([CH3:20])[CH:17]=[CH:16][C:15]([Mg]Br)=[CH:14][CH:13]=1. Product: [CH3:20][C:12]1[CH:17]=[CH:16][C:15]([CH:10]([C:2]2[NH:1][C:5]3=[CH:6][N:7]=[CH:8][CH:9]=[C:4]3[CH:3]=2)[OH:11])=[CH:14][CH:13]=1. The catalyst class is: 7.